The task is: Predict which catalyst facilitates the given reaction.. This data is from Catalyst prediction with 721,799 reactions and 888 catalyst types from USPTO. (1) Reactant: [N:1]1[C:2]2[N:3]([N:8]=[CH:9][CH:10]=2)[C:4](=[O:7])[NH:5][CH:6]=1.[Br:11]N1C(=O)CCC1=O. Product: [Br:11][C:10]1[CH:9]=[N:8][N:3]2[C:4](=[O:7])[NH:5][CH:6]=[N:1][C:2]=12. The catalyst class is: 3. (2) Reactant: Br[CH2:2][C:3]1[CH:4]=[C:5]([CH:23]=[CH:24][CH:25]=1)[CH2:6][O:7][C:8]1[CH:13]=[CH:12][C:11]([C:14]2[CH:19]=[C:18]([F:20])[C:17]([F:21])=[CH:16][C:15]=2[F:22])=[CH:10][CH:9]=1.[CH3:26][O:27][C:28]([CH:30]1[CH2:34][CH2:33][S:32](=[O:36])(=[O:35])[NH:31]1)=[O:29].C(=O)([O-])[O-].[K+].[K+]. Product: [CH3:26][O:27][C:28]([CH:30]1[CH2:34][CH2:33][S:32](=[O:36])(=[O:35])[N:31]1[CH2:2][C:3]1[CH:25]=[CH:24][CH:23]=[C:5]([CH2:6][O:7][C:8]2[CH:13]=[CH:12][C:11]([C:14]3[CH:19]=[C:18]([F:20])[C:17]([F:21])=[CH:16][C:15]=3[F:22])=[CH:10][CH:9]=2)[CH:4]=1)=[O:29]. The catalyst class is: 3. (3) Reactant: [C:1]([O:4][C@H:5]1[C@@H:9]([O:10][C:11](=[O:13])[CH3:12])[C@H:8]([CH2:14][O:15][C:16](=[O:18])[CH3:17])[O:7][C@@H:6]1[N:19]1[CH:23]=[N:22][C:21]([C:24]([O:26]C)=O)=[N:20]1)(=[O:3])[CH3:2].[NH3:28]. Product: [C:1]([O:4][C@H:5]1[C@@H:14]([O:15][C:16](=[O:18])[CH3:17])[C@H:8]([CH2:9][O:10][C:11](=[O:13])[CH3:12])[O:7][C@@H:6]1[N:19]1[CH:23]=[N:22][C:21]([C:24]([NH2:28])=[O:26])=[N:20]1)(=[O:3])[CH3:2]. The catalyst class is: 5. (4) Reactant: [CH2:1]([C:5]1[N:6]=[C:7]([CH3:27])[NH:8][C:9](=[O:26])[C:10]=1[CH2:11][C:12]1[CH:17]=[CH:16][C:15]([C:18]2[C:19]([C:24]#[N:25])=[CH:20][CH:21]=[CH:22][CH:23]=2)=[CH:14][CH:13]=1)[CH2:2][CH2:3][CH3:4].IC.[H-].[Na+].[C:32](OCC)(=O)C. Product: [CH2:1]([C:5]1[N:6]=[C:7]([CH3:27])[N:8]([CH3:32])[C:9](=[O:26])[C:10]=1[CH2:11][C:12]1[CH:17]=[CH:16][C:15]([C:18]2[C:19]([C:24]#[N:25])=[CH:20][CH:21]=[CH:22][CH:23]=2)=[CH:14][CH:13]=1)[CH2:2][CH2:3][CH3:4]. The catalyst class is: 35. (5) Product: [Br-:38].[CH2:31]([N+:11]1[CH:12]=[CH:13][C:14]([C:15]2[CH:20]=[CH:19][CH:18]=[CH:17][C:16]=2[CH3:21])=[C:9]([CH2:8][O:7][CH2:6][C:5]2[CH:4]=[C:3]([C:2]([F:29])([F:1])[F:30])[CH:24]=[C:23]([C:25]([F:28])([F:27])[F:26])[CH:22]=2)[CH:10]=1)[C:32]1[CH:37]=[CH:36][CH:35]=[CH:34][CH:33]=1. The catalyst class is: 10. Reactant: [F:1][C:2]([F:30])([F:29])[C:3]1[CH:4]=[C:5]([CH:22]=[C:23]([C:25]([F:28])([F:27])[F:26])[CH:24]=1)[CH2:6][O:7][CH2:8][C:9]1[CH:10]=[N:11][CH:12]=[CH:13][C:14]=1[C:15]1[CH:20]=[CH:19][CH:18]=[CH:17][C:16]=1[CH3:21].[CH2:31]([Br:38])[C:32]1[CH:37]=[CH:36][CH:35]=[CH:34][CH:33]=1. (6) Reactant: Cl.[Cl:2][C:3]1[CH:8]=[CH:7][C:6]([C:9]2[CH2:10][CH2:11][NH:12][CH2:13][CH:14]=2)=[CH:5][CH:4]=1.C(N(CC)CC)C.[C:22]([O:26][C:27](O[C:27]([O:26][C:22]([CH3:25])([CH3:24])[CH3:23])=[O:28])=[O:28])([CH3:25])([CH3:24])[CH3:23]. Product: [C:22]([O:26][C:27]([N:12]1[CH2:11][CH:10]=[C:9]([C:6]2[CH:7]=[CH:8][C:3]([Cl:2])=[CH:4][CH:5]=2)[CH2:14][CH2:13]1)=[O:28])([CH3:25])([CH3:24])[CH3:23]. The catalyst class is: 2. (7) Reactant: [NH2:1][C@@H:2]([C:5]1[CH:10]=[CH:9][C:8]([F:11])=[CH:7][CH:6]=1)[CH2:3][OH:4].C([O-])([O-])=O.[K+].[K+].[Br:18][C:19]1[CH:20]=[C:21]([CH:26]=[CH:27][C:28]=1[CH2:29]Br)[C:22]([O:24][CH3:25])=[O:23]. Product: [Br:18][C:19]1[CH:20]=[C:21]([CH:26]=[CH:27][C:28]=1[CH2:29][NH:1][C@@H:2]([C:5]1[CH:10]=[CH:9][C:8]([F:11])=[CH:7][CH:6]=1)[CH2:3][OH:4])[C:22]([O:24][CH3:25])=[O:23]. The catalyst class is: 23. (8) Reactant: [CH2:1]([O:8][C:9]1[CH:10]=[C:11]2[C:15](=[CH:16][C:17]=1[CH3:18])[NH:14][N:13]=[CH:12]2)[C:2]1[CH:7]=[CH:6][CH:5]=[CH:4][CH:3]=1.[K].[I:20]I. Product: [CH2:1]([O:8][C:9]1[CH:10]=[C:11]2[C:15](=[CH:16][C:17]=1[CH3:18])[NH:14][N:13]=[C:12]2[I:20])[C:2]1[CH:3]=[CH:4][CH:5]=[CH:6][CH:7]=1. The catalyst class is: 3. (9) Reactant: Cl[C:2]1[C:3]2[N:10]([CH3:11])[CH:9]=[CH:8][C:4]=2[N:5]=[CH:6][N:7]=1.[NH2:12][C:13]1[CH:18]=[CH:17][C:16]([OH:19])=[CH:15][C:14]=1[CH3:20].C(=O)([O-])[O-].[K+].[K+]. Product: [CH3:20][C:14]1[CH:15]=[C:16]([O:19][C:2]2[C:3]3[N:10]([CH3:11])[CH:9]=[CH:8][C:4]=3[N:5]=[CH:6][N:7]=2)[CH:17]=[CH:18][C:13]=1[NH2:12]. The catalyst class is: 60.